Dataset: Reaction yield outcomes from USPTO patents with 853,638 reactions. Task: Predict the reaction yield, written as a fraction of the theoretical maximum amount of product (1.0 means a 100% yield; for example, 0.34 means a 34% yield). (1) The reactants are [OH:1][CH2:2][C@@H:3]([NH:11][C:12](=[O:18])[O:13][C:14]([CH3:17])([CH3:16])[CH3:15])[CH2:4][CH:5]1[CH2:10][CH2:9][O:8][CH2:7][CH2:6]1.CC(OI1(OC(C)=O)(OC(C)=O)OC(=O)C2C=CC=CC1=2)=O.CCOCC.C([O-])([O-])=O.[K+].[K+]. The catalyst is C(Cl)Cl. The product is [O:1]=[CH:2][C@@H:3]([NH:11][C:12](=[O:18])[O:13][C:14]([CH3:16])([CH3:15])[CH3:17])[CH2:4][CH:5]1[CH2:6][CH2:7][O:8][CH2:9][CH2:10]1. The yield is 0.710. (2) The reactants are C[O:2][C:3](=[O:26])[CH2:4][C:5]1[CH:6]=[N:7][C:8]([CH2:24][CH3:25])=[C:9]([CH2:11][C:12]2[S:13][C:14]3[C:20]([F:21])=[CH:19][C:18]([F:22])=[C:17]([F:23])[C:15]=3[N:16]=2)[CH:10]=1.[OH-].[Na+].[ClH:29]. The catalyst is COCCOC.[Na+].[Cl-]. The product is [ClH:29].[CH2:24]([C:8]1[N:7]=[CH:6][C:5]([CH2:4][C:3]([OH:26])=[O:2])=[CH:10][C:9]=1[CH2:11][C:12]1[S:13][C:14]2[C:20]([F:21])=[CH:19][C:18]([F:22])=[C:17]([F:23])[C:15]=2[N:16]=1)[CH3:25]. The yield is 0.800. (3) The catalyst is C(O)C.CCOCC. The product is [CH3:16][C:15]([S:12]([C:7]1[CH:8]=[C:9]2[C:4](=[CH:5][CH:6]=1)[N:3]=[CH:2][CH:11]=[C:10]2[NH:26][C:21]1[C:20]([CH3:19])=[C:24]([CH3:25])[NH:23][N:22]=1)(=[O:14])=[O:13])([CH3:18])[CH3:17]. The yield is 0.750. The reactants are Cl[C:2]1[CH:11]=[CH:10][C:9]2[C:4](=[CH:5][CH:6]=[C:7]([S:12]([C:15]([CH3:18])([CH3:17])[CH3:16])(=[O:14])=[O:13])[CH:8]=2)[N:3]=1.[CH3:19][C:20]1[C:21]([NH2:26])=[N:22][NH:23][C:24]=1[CH3:25].Cl.CC[NH+](CC)CC.CC[NH+](CC)CC.C([O-])([O-])=O. (4) The reactants are CS(Cl)(=O)=O.O[CH2:7][C@@H:8]([NH:12][C:13](=[O:19])[O:14][C:15]([CH3:18])([CH3:17])[CH3:16])[CH2:9][O:10][CH3:11].CCN(CC)CC.[N-:27]=[N+:28]=[N-:29].[Na+]. The catalyst is C(Cl)Cl.CCOC(C)=O. The product is [N:27]([CH2:7][C@@H:8]([NH:12][C:13](=[O:19])[O:14][C:15]([CH3:18])([CH3:17])[CH3:16])[CH2:9][O:10][CH3:11])=[N+:28]=[N-:29]. The yield is 0.640.